From a dataset of NCI-60 drug combinations with 297,098 pairs across 59 cell lines. Regression. Given two drug SMILES strings and cell line genomic features, predict the synergy score measuring deviation from expected non-interaction effect. Drug 1: C1=CC(=CC=C1CCCC(=O)O)N(CCCl)CCCl. Drug 2: CCCCCOC(=O)NC1=NC(=O)N(C=C1F)C2C(C(C(O2)C)O)O. Cell line: OVCAR-8. Synergy scores: CSS=7.29, Synergy_ZIP=-8.88, Synergy_Bliss=-6.67, Synergy_Loewe=-20.2, Synergy_HSA=-7.20.